Dataset: Catalyst prediction with 721,799 reactions and 888 catalyst types from USPTO. Task: Predict which catalyst facilitates the given reaction. (1) The catalyst class is: 3. Reactant: [Br:1][C:2]1[CH:7]=[CH:6][C:5]([NH:8][C:9]2[CH:17]=[N:16][CH:15]=[CH:14][C:10]=2[C:11]([OH:13])=O)=[C:4]([CH3:18])[CH:3]=1.CCN(C(C)C)C(C)C.Cl.[CH2:29]([O:31][NH2:32])[CH3:30]. Product: [Br:1][C:2]1[CH:7]=[CH:6][C:5]([NH:8][C:9]2[CH:17]=[N:16][CH:15]=[CH:14][C:10]=2[C:11]([NH:32][O:31][CH2:29][CH3:30])=[O:13])=[C:4]([CH3:18])[CH:3]=1. (2) Reactant: C(N(CC)CCOC1C=C(N)C=CC=1)C.[CH3:16][O:17][C:18](=[O:48])[C:19]1[CH:24]=[CH:23][C:22]([NH:25]C2N=CC(C3C=CC(OC)=CC=3)=CN=2)=[CH:21][C:20]=1[O:40][CH2:41][CH2:42][N:43]([CH2:46][CH3:47])[CH2:44][CH3:45]. Product: [CH3:16][O:17][C:18](=[O:48])[C:19]1[CH:24]=[CH:23][C:22]([NH2:25])=[CH:21][C:20]=1[O:40][CH2:41][CH2:42][N:43]([CH2:46][CH3:47])[CH2:44][CH3:45]. The catalyst class is: 19. (3) Reactant: [CH3:1][O:2][C:3]1[C:8]([O:9][CH3:10])=[CH:7][CH:6]=[CH:5][C:4]=1[OH:11].[Br:12]N1C(=O)CCC1=O. Product: [Br:12][C:5]1[C:4]([OH:11])=[C:3]([O:2][CH3:1])[C:8]([O:9][CH3:10])=[CH:7][CH:6]=1. The catalyst class is: 30. (4) Reactant: [CH3:1][O:2][C:3](=[O:13])[CH:4]=[CH:5][C:6]1[CH:11]=[CH:10][CH:9]=[C:8]([NH2:12])[N:7]=1.CCN([CH:20]([CH3:22])[CH3:21])C(C)C.[C:23]([O-:26])([O-])=O.[K+].[K+]. Product: [CH3:1][O:2][C:3](=[O:13])[CH:4]=[CH:5][C:6]1[CH:11]=[CH:10][CH:9]=[C:8]([NH:12][C:3]([C:4]2[O:26][C:23]([C:21]3[CH:20]=[CH:22][CH:10]=[CH:9][CH:8]=3)=[CH:6][CH:5]=2)=[O:2])[N:7]=1. The catalyst class is: 2. (5) Reactant: [NH2:1][C:2]1[C:7]([OH:8])=[C:6]([Cl:9])[CH:5]=[C:4]([F:10])[C:3]=1[N:11]1[C:16](=[O:17])[CH:15]=[C:14]([C:18]([F:21])([F:20])[F:19])[N:13]([CH3:22])[C:12]1=[O:23].[CH2:24](Br)[C:25]([C:27]1[CH:32]=[CH:31][CH:30]=[CH:29][CH:28]=1)=O.C(=O)([O-])[O-].[K+].[K+]. Product: [Cl:9][C:6]1[C:7]2[O:8][CH2:24][C:25]([C:27]3[CH:32]=[CH:31][CH:30]=[CH:29][CH:28]=3)=[N:1][C:2]=2[C:3]([N:11]2[C:16](=[O:17])[CH:15]=[C:14]([C:18]([F:21])([F:20])[F:19])[N:13]([CH3:22])[C:12]2=[O:23])=[C:4]([F:10])[CH:5]=1. The catalyst class is: 21. (6) Reactant: [OH-].[Na+].C(O)C.[CH2:6]([N:13]1[C:17]2[CH:18]=[C:19]([C:22]([O:24]CC)=[O:23])[CH:20]=[CH:21][C:16]=2[N:15]=[C:14]1[CH2:27][CH2:28][CH3:29])[C:7]1[CH:12]=[CH:11][CH:10]=[CH:9][CH:8]=1.Cl. Product: [CH2:6]([N:13]1[C:17]2[CH:18]=[C:19]([C:22]([OH:24])=[O:23])[CH:20]=[CH:21][C:16]=2[N:15]=[C:14]1[CH2:27][CH2:28][CH3:29])[C:7]1[CH:8]=[CH:9][CH:10]=[CH:11][CH:12]=1. The catalyst class is: 6.